This data is from Peptide-MHC class I binding affinity with 185,985 pairs from IEDB/IMGT. The task is: Regression. Given a peptide amino acid sequence and an MHC pseudo amino acid sequence, predict their binding affinity value. This is MHC class I binding data. (1) The peptide sequence is SLYNTVATL. The MHC is HLA-A02:03 with pseudo-sequence HLA-A02:03. The binding affinity (normalized) is 0.730. (2) The binding affinity (normalized) is 0.0711. The MHC is HLA-A68:01 with pseudo-sequence HLA-A68:01. The peptide sequence is SFNCGGEFF. (3) The peptide sequence is KEGKLQCRI. The MHC is HLA-A02:12 with pseudo-sequence HLA-A02:12. The binding affinity (normalized) is 0.0847. (4) The peptide sequence is RLFFKCIYRR. The MHC is HLA-A31:01 with pseudo-sequence HLA-A31:01. The binding affinity (normalized) is 0.851. (5) The peptide sequence is KRRLTARGLL. The MHC is Mamu-B03 with pseudo-sequence Mamu-B03. The binding affinity (normalized) is 0.690. (6) The peptide sequence is QTVDFTDCR. The MHC is HLA-A02:02 with pseudo-sequence HLA-A02:02. The binding affinity (normalized) is 0.